Dataset: Forward reaction prediction with 1.9M reactions from USPTO patents (1976-2016). Task: Predict the product of the given reaction. (1) Given the reactants Cl[C:2]1[N:7]=[CH:6][N:5]=[C:4]([O:8][C:9]2[CH:15]=[CH:14][C:12]([NH2:13])=[CH:11][CH:10]=2)[CH:3]=1.[CH2:16]([NH2:18])[CH3:17], predict the reaction product. The product is: [CH2:16]([NH:18][C:2]1[CH:3]=[C:4]([O:8][C:9]2[CH:15]=[CH:14][C:12]([NH2:13])=[CH:11][CH:10]=2)[N:5]=[CH:6][N:7]=1)[CH3:17]. (2) Given the reactants [CH3:1][O:2][C:3]1[CH:8]=[CH:7][C:6]([C:9]([C:13]2[CH:18]=[CH:17][C:16]([O:19][CH3:20])=[CH:15][CH:14]=2)=[CH:10][C:11]#[N:12])=[CH:5][CH:4]=1.[H][H], predict the reaction product. The product is: [CH3:20][O:19][C:16]1[CH:15]=[CH:14][C:13]([CH:9]([C:6]2[CH:5]=[CH:4][C:3]([O:2][CH3:1])=[CH:8][CH:7]=2)[CH2:10][C:11]#[N:12])=[CH:18][CH:17]=1. (3) Given the reactants [Cl:1][C:2]1[N:3]=[C:4](Cl)[C:5]2[S:10][CH:9]=[C:8]([CH3:11])[C:6]=2[N:7]=1.[CH2:13]([NH2:15])[CH3:14], predict the reaction product. The product is: [Cl:1][C:2]1[N:3]=[C:4]([NH:15][CH2:13][CH3:14])[C:5]2[S:10][CH:9]=[C:8]([CH3:11])[C:6]=2[N:7]=1. (4) The product is: [CH3:29][C:30]1[CH:31]=[C:32]([CH2:39][C@@H:40]([NH:44][C:45]([N:47]2[CH2:48][CH2:49][CH:50]([N:53]3[CH2:62][C:61]4[C:56](=[CH:57][CH:58]=[CH:59][CH:60]=4)[NH:55][C:54]3=[O:63])[CH2:51][CH2:52]2)=[O:46])[C:41]([NH:1][C@H:2]([C:15](=[O:28])[N:16]2[CH2:21][CH2:20][N:19]([C:22]3[CH:23]=[CH:24][N:25]=[CH:26][CH:27]=3)[CH2:18][CH2:17]2)[CH2:3][CH2:4][CH2:5][CH2:6][NH:7][C:8](=[O:14])[O:9][C:10]([CH3:11])([CH3:12])[CH3:13])=[O:42])[CH:33]=[C:34]2[C:38]=1[NH:37][N:36]=[CH:35]2. Given the reactants [NH2:1][C@H:2]([C:15](=[O:28])[N:16]1[CH2:21][CH2:20][N:19]([C:22]2[CH:27]=[CH:26][N:25]=[CH:24][CH:23]=2)[CH2:18][CH2:17]1)[CH2:3][CH2:4][CH2:5][CH2:6][NH:7][C:8](=[O:14])[O:9][C:10]([CH3:13])([CH3:12])[CH3:11].[CH3:29][C:30]1[CH:31]=[C:32]([CH2:39][C@@H:40]([NH:44][C:45]([N:47]2[CH2:52][CH2:51][CH:50]([N:53]3[CH2:62][C:61]4[C:56](=[CH:57][CH:58]=[CH:59][CH:60]=4)[NH:55][C:54]3=[O:63])[CH2:49][CH2:48]2)=[O:46])[C:41](O)=[O:42])[CH:33]=[C:34]2[C:38]=1[NH:37][N:36]=[CH:35]2.CC1C=C(C[C@@H](NC(N2CCC(C3C(=O)NC4C(C=3)=CC=CC=4)CC2)=O)C(N[C@H](C(=O)N2CCN(C3C=CN=CC=3)CC2)CCCCNC(=O)OC(C)(C)C)=O)C=C2C=1NN=C2, predict the reaction product. (5) Given the reactants [CH2:1]([N:3]([S:16]([C:19]1[S:20][CH:21]=[CH:22][CH:23]=1)(=[O:18])=[O:17])[C:4]1[CH:5]=[CH:6][CH:7]=[C:8]2[C:12]=1[NH:11][C:10]([C:13](=[S:15])[NH2:14])=[CH:9]2)[CH3:2].Br[CH:25]([CH:28]=O)[CH:26]=[O:27].CN(C)C(=O)C.[BH4-].[Na+], predict the reaction product. The product is: [CH2:1]([N:3]([C:4]1[CH:5]=[CH:6][CH:7]=[C:8]2[C:12]=1[NH:11][C:10]([C:13]1[S:15][C:25]([CH2:26][OH:27])=[CH:28][N:14]=1)=[CH:9]2)[S:16]([C:19]1[S:20][CH:21]=[CH:22][CH:23]=1)(=[O:17])=[O:18])[CH3:2].